Dataset: Full USPTO retrosynthesis dataset with 1.9M reactions from patents (1976-2016). Task: Predict the reactants needed to synthesize the given product. (1) Given the product [Cl:1][C:2]1[CH:3]=[C:4]2[C:10]([C:11]3[N:16]=[C:15]([NH:17][CH2:18][C@@H:19]4[CH2:24][CH2:23][CH2:22][N:21]([S:33]([CH3:32])(=[O:35])=[O:34])[CH2:20]4)[C:14]([F:25])=[CH:13][N:12]=3)=[CH:9][NH:8][C:5]2=[N:6][CH:7]=1, predict the reactants needed to synthesize it. The reactants are: [Cl:1][C:2]1[CH:3]=[C:4]2[C:10]([C:11]3[N:16]=[C:15]([NH:17][CH2:18][C@@H:19]4[CH2:24][CH2:23][CH2:22][NH:21][CH2:20]4)[C:14]([F:25])=[CH:13][N:12]=3)=[CH:9][NH:8][C:5]2=[N:6][CH:7]=1.N1C=CC=CC=1.[CH3:32][S:33](Cl)(=[O:35])=[O:34]. (2) Given the product [F:24][CH:22]([F:23])[C:21](=[O:25])[C:15](=[CH:14][N:2]([CH3:1])[N:3]=[CH:4][C:5]1[CH:10]=[CH:9][CH:8]=[CH:7][CH:6]=1)[C:16]([O:18][CH2:19][CH3:20])=[O:17], predict the reactants needed to synthesize it. The reactants are: [CH3:1][NH:2][N:3]=[CH:4][C:5]1[CH:10]=[CH:9][CH:8]=[CH:7][CH:6]=1.C(O[CH:14]=[C:15]([C:21](=[O:25])[CH:22]([F:24])[F:23])[C:16]([O:18][CH2:19][CH3:20])=[O:17])C. (3) Given the product [C:1]([C:9]1[CH:10]=[N:11][C:12]2[C:17]([C:18]=1[C:19]1[CH:20]=[C:21]([CH:24]=[CH:25][CH:26]=1)[CH2:22][NH:31][C:32]1[CH:33]=[CH:34][C:35]([CH2:38][CH2:39][C:40]([OH:42])=[O:41])=[CH:36][CH:37]=1)=[CH:16][CH:15]=[CH:14][C:13]=2[C:27]([F:30])([F:29])[F:28])(=[O:8])[C:2]1[CH:3]=[CH:4][CH:5]=[CH:6][CH:7]=1, predict the reactants needed to synthesize it. The reactants are: [C:1]([C:9]1[CH:10]=[N:11][C:12]2[C:17]([C:18]=1[C:19]1[CH:20]=[C:21]([CH:24]=[CH:25][CH:26]=1)[CH:22]=O)=[CH:16][CH:15]=[CH:14][C:13]=2[C:27]([F:30])([F:29])[F:28])(=[O:8])[C:2]1[CH:7]=[CH:6][CH:5]=[CH:4][CH:3]=1.[NH2:31][C:32]1[CH:37]=[CH:36][C:35]([CH2:38][CH2:39][C:40]([OH:42])=[O:41])=[CH:34][CH:33]=1. (4) Given the product [CH2:13]([O:12][C:9]1[CH:8]=[CH:7][C:6]([C:4](=[O:5])[CH:3]([NH:2][C:37](=[O:38])[C:36]([F:47])([F:46])[F:35])[C:20]2[CH:21]=[CH:22][C:23]([O:26][CH3:27])=[CH:24][CH:25]=2)=[CH:11][CH:10]=1)[C:14]1[CH:19]=[CH:18][CH:17]=[CH:16][CH:15]=1, predict the reactants needed to synthesize it. The reactants are: Cl.[NH2:2][CH:3]([C:20]1[CH:25]=[CH:24][C:23]([O:26][CH3:27])=[CH:22][CH:21]=1)[C:4]([C:6]1[CH:11]=[CH:10][C:9]([O:12][CH2:13][C:14]2[CH:19]=[CH:18][CH:17]=[CH:16][CH:15]=2)=[CH:8][CH:7]=1)=[O:5].C(N(CC)CC)C.[F:35][C:36]([F:47])([F:46])[C:37](O[C:37](=[O:38])[C:36]([F:47])([F:46])[F:35])=[O:38].